This data is from Forward reaction prediction with 1.9M reactions from USPTO patents (1976-2016). The task is: Predict the product of the given reaction. (1) Given the reactants C(OC([N:8]1[CH:17]([C:18]([OH:20])=[O:19])[CH2:16][C:15]2[C:10](=[N:11][CH:12]=[CH:13][N:14]=2)[CH2:9]1)=O)(C)(C)C.[ClH:21].C(OCC)(=O)C, predict the reaction product. The product is: [ClH:21].[N:14]1[CH:13]=[CH:12][N:11]=[C:10]2[CH2:9][NH:8][CH:17]([C:18]([OH:20])=[O:19])[CH2:16][C:15]=12. (2) Given the reactants [CH3:1][CH:2]1[CH2:7][CH2:6][CH2:5][CH:4]([CH3:8])[N:3]1[CH:9](O)[CH3:10].[Br:12][C:13]1[CH:14]=[C:15]2[C:20](=[CH:21][CH:22]=1)[CH:19]=[C:18]([OH:23])[CH:17]=[CH:16]2, predict the reaction product. The product is: [Br:12][C:13]1[CH:14]=[C:15]2[C:20](=[CH:21][CH:22]=1)[CH:19]=[C:18]([O:23][CH2:10][CH2:9][N:3]1[CH:2]([CH3:1])[CH2:7][CH2:6][CH2:5][CH:4]1[CH3:8])[CH:17]=[CH:16]2. (3) Given the reactants Br.Br.[NH:3]1[CH2:6][CH:5]([NH:7][C:8]2[C:13](=[O:14])[NH:12][CH:11]=[C:10]([C:15]3[CH:20]=[CH:19][N:18]=[C:17]([NH:21][CH3:22])[CH:16]=3)[CH:9]=2)[CH2:4]1.[C:23](O)(=[O:28])/[CH:24]=[CH:25]/[CH2:26][CH3:27].CN(C(ON1N=NC2C=CC=NC1=2)=[N+](C)C)C.F[P-](F)(F)(F)(F)F.CCN(C(C)C)C(C)C, predict the reaction product. The product is: [CH3:22][NH:21][C:17]1[CH:16]=[C:15]([C:10]2[CH:9]=[C:8]([NH:7][CH:5]3[CH2:6][N:3]([C:23](=[O:28])/[CH:24]=[CH:25]/[CH2:26][CH3:27])[CH2:4]3)[C:13](=[O:14])[NH:12][CH:11]=2)[CH:20]=[CH:19][N:18]=1. (4) Given the reactants C1(C)C=CC=CC=1.N#N.[O:10]=[C:11]1[NH:15][C:14]([C:16]([F:19])([F:18])[F:17])=[C:13]([C:20]([OH:22])=O)[S:12]1.S(Cl)([Cl:25])=O, predict the reaction product. The product is: [O:10]=[C:11]1[NH:15][C:14]([C:16]([F:19])([F:18])[F:17])=[C:13]([C:20]([Cl:25])=[O:22])[S:12]1. (5) The product is: [CH3:18][N:19]([CH3:21])[CH:20]=[CH:12][C:10]1[C:9]([N+:13]([O-:15])=[O:14])=[CH:8][C:5]([C:6]#[N:7])=[C:4]([O:3][CH2:1][CH3:2])[N:11]=1. Given the reactants [CH2:1]([O:3][C:4]1[N:11]=[C:10]([CH3:12])[C:9]([N+:13]([O-:15])=[O:14])=[CH:8][C:5]=1[C:6]#[N:7])[CH3:2].CO[CH:18](OC)[N:19]([CH3:21])[CH3:20], predict the reaction product. (6) Given the reactants Cl[C:2]1[CH:10]=[C:9]2[C:5]([CH:6]=[N:7][N:8]2S(C2C=CC=CC=2)(=O)=O)=[C:4]([C:20]2[O:21][C:22]([CH2:25][N:26]3[CH2:31][CH2:30][N:29]([CH:32]([CH3:34])[CH3:33])[CH2:28][CH2:27]3)=[CH:23][N:24]=2)[CH:3]=1.[CH3:35][O:36][C:37]1[C:42]([NH:43][S:44]([CH3:47])(=[O:46])=[O:45])=[CH:41][C:40](B2OC(C)(C)C(C)(C)O2)=[CH:39][N:38]=1.P.[O-]P([O-])([O-])=O.[K+].[K+].[K+], predict the reaction product. The product is: [CH3:33][CH:32]([N:29]1[CH2:28][CH2:27][N:26]([CH2:25][C:22]2[O:21][C:20]([C:4]3[CH:3]=[C:2]([C:40]4[CH:41]=[C:42]([NH:43][S:44]([CH3:47])(=[O:45])=[O:46])[C:37]([O:36][CH3:35])=[N:38][CH:39]=4)[CH:10]=[C:9]4[C:5]=3[CH:6]=[N:7][NH:8]4)=[N:24][CH:23]=2)[CH2:31][CH2:30]1)[CH3:34].